This data is from Catalyst prediction with 721,799 reactions and 888 catalyst types from USPTO. The task is: Predict which catalyst facilitates the given reaction. (1) Reactant: [Cl:1][C:2]1[CH:7]=[CH:6][N:5]=[C:4]2[N:8]([CH2:14][CH2:15][O:16][CH3:17])[CH:9]=[C:10]([C:11]([OH:13])=O)[C:3]=12.Cl.[F:19][C:20]1([F:28])[CH2:25][CH2:24][CH:23](NC)[CH2:22][CH2:21]1.CC[N:31]([CH2:34]C)CC.N1([OH:45])C2C=CC=CC=2N=N1.C(Cl)CCl. Product: [F:28][C:20]1([F:19])[CH2:21][CH2:22][C:23]([CH2:34][NH:31][C:11]([C:10]2[C:3]3[C:4](=[N:5][CH:6]=[CH:7][C:2]=3[Cl:1])[N:8]([CH:14]3[CH2:17][O:16][CH2:15]3)[CH:9]=2)=[O:13])([OH:45])[CH2:24][CH2:25]1. The catalyst class is: 1. (2) Reactant: [C:1]([N:8]1[CH2:12][CH2:11][CH:10]=[CH:9]1)([O:3][C:4]([CH3:7])([CH3:6])[CH3:5])=[O:2].[Cl:13][C:14]1[CH:19]=[CH:18][C:17]([C:20](Cl)=[N:21][OH:22])=[CH:16][CH:15]=1.C(N(CC)CC)C.O. Product: [C:4]([O:3][C:1]([N:8]1[CH2:12][C@H:11]2[C@H:10]([C:20]([C:17]3[CH:18]=[CH:19][C:14]([Cl:13])=[CH:15][CH:16]=3)=[N:21][O:22]2)[CH2:9]1)=[O:2])([CH3:7])([CH3:6])[CH3:5]. The catalyst class is: 13. (3) Reactant: [Br:1][C:2]1[CH:7]=[CH:6][C:5]([CH:8]2[CH2:10][CH:9]2[C:11]([OH:13])=[O:12])=[C:4]([F:14])[CH:3]=1.[N+](=[CH2:17])=[N-]. Product: [Br:1][C:2]1[CH:7]=[CH:6][C:5]([CH:8]2[CH2:10][CH:9]2[C:11]([O:13][CH3:17])=[O:12])=[C:4]([F:14])[CH:3]=1. The catalyst class is: 2. (4) Reactant: [F:1][C@H:2]1[CH2:19][C@@:17]2([CH3:18])[C@@H:13]([CH2:14][CH2:15][C:16]2=[O:20])[C@H:12]2[C@H:3]1[C:4]1[CH:5]=[CH:6][C:7]([OH:31])=[CH:8][C:9]=1[CH2:10][C@H:11]2[CH2:21][CH2:22][CH2:23][CH2:24][CH2:25][N:26]1[CH2:30][CH2:29][CH2:28][CH2:27]1.[BH4-].[Na+]. Product: [F:1][C@H:2]1[CH2:19][C@@:17]2([CH3:18])[C@@H:13]([CH2:14][CH2:15][C@@H:16]2[OH:20])[C@H:12]2[C@H:3]1[C:4]1[CH:5]=[CH:6][C:7]([OH:31])=[CH:8][C:9]=1[CH2:10][C@H:11]2[CH2:21][CH2:22][CH2:23][CH2:24][CH2:25][N:26]1[CH2:27][CH2:28][CH2:29][CH2:30]1. The catalyst class is: 5. (5) Reactant: [F:1][C:2]([F:23])([F:22])[C:3]1[CH:4]=[C:5]([CH:19]=[CH:20][CH:21]=1)[C:6]([NH:8][C:9]1[CH:10]=[CH:11][C:12]([CH3:18])=[C:13]([CH:17]=1)[C:14]([OH:16])=O)=[O:7].ClC1N=C(OC)N=C(OC)N=1.CN1CCOCC1.[N:42]1([CH2:47][CH2:48][CH2:49][S:50]([C:53]2[CH:58]=[CH:57][C:56]([NH:59][C:60]3[N:65]=[CH:64][C:63]([NH2:66])=[CH:62][N:61]=3)=[CH:55][CH:54]=2)(=[O:52])=[O:51])[CH2:46][CH2:45][CH2:44][CH2:43]1. Product: [CH3:18][C:12]1[CH:11]=[CH:10][C:9]([NH:8][C:6](=[O:7])[C:5]2[CH:19]=[CH:20][CH:21]=[C:3]([C:2]([F:1])([F:23])[F:22])[CH:4]=2)=[CH:17][C:13]=1[C:14]([NH:66][C:63]1[CH:64]=[N:65][C:60]([NH:59][C:56]2[CH:57]=[CH:58][C:53]([S:50]([CH2:49][CH2:48][CH2:47][N:42]3[CH2:46][CH2:45][CH2:44][CH2:43]3)(=[O:51])=[O:52])=[CH:54][CH:55]=2)=[N:61][CH:62]=1)=[O:16]. The catalyst class is: 59. (6) Reactant: [CH3:1][O:2][C:3]1[CH:8]=[C:7]([C:9]2[C:17]3[C:12](=[N:13][CH:14]=[CH:15][CH:16]=3)[N:11]([S:18]([C:21]3[CH:26]=[CH:25][CH:24]=[CH:23][CH:22]=3)(=[O:20])=[O:19])[CH:10]=2)[N:6]=[C:5]([NH:27][CH2:28][C:29]2[CH:30]=[C:31]([OH:35])[CH:32]=[CH:33][CH:34]=2)[N:4]=1.O[CH2:37][CH2:38][CH2:39][NH:40][C:41](=[O:47])[O:42][C:43]([CH3:46])([CH3:45])[CH3:44].C1(P(C2C=CC=CC=2)C2C=CC=CC=2)C=CC=CC=1.N(C(OC(C)C)=O)=NC(OC(C)C)=O. Product: [CH3:1][O:2][C:3]1[CH:8]=[C:7]([C:9]2[C:17]3[C:12](=[N:13][CH:14]=[CH:15][CH:16]=3)[N:11]([S:18]([C:21]3[CH:22]=[CH:23][CH:24]=[CH:25][CH:26]=3)(=[O:20])=[O:19])[CH:10]=2)[N:6]=[C:5]([NH:27][CH2:28][C:29]2[CH:30]=[C:31]([CH:32]=[CH:33][CH:34]=2)[O:35][CH2:37][CH2:38][CH2:39][NH:40][C:41](=[O:47])[O:42][C:43]([CH3:46])([CH3:45])[CH3:44])[N:4]=1. The catalyst class is: 7. (7) Reactant: ClC1C=CC=CC=1C1C(C[N:20]2[C:24]3=NC=NC(N)=[C:23]3[C:22](I)=[N:21]2)=NC2C(N=1)=CC=CC=2C.[Cl:31][C:32]1[CH:37]=[CH:36][CH:35]=[CH:34][C:33]=1[C:38]1[C:39]([CH2:49][N:50]2[C:54]3=[N:55][CH:56]=[N:57][C:58]([NH2:59])=[C:53]3[C:52](I)=[N:51]2)=[N:40][C:41]2[C:46]([N:47]=1)=[C:45]([CH3:48])[CH:44]=[CH:43][CH:42]=2.N1C=C(B2OC(C)(C)C(C)(C)O2)C=N1.C(=O)([O-])[O-].[Na+].[Na+]. Product: [Cl:31][C:32]1[CH:37]=[CH:36][CH:35]=[CH:34][C:33]=1[C:38]1[C:39]([CH2:49][N:50]2[C:54]3=[N:55][CH:56]=[N:57][C:58]([NH2:59])=[C:53]3[C:52]([C:23]3[CH:24]=[N:20][NH:21][CH:22]=3)=[N:51]2)=[N:40][C:41]2[C:46]([N:47]=1)=[C:45]([CH3:48])[CH:44]=[CH:43][CH:42]=2. The catalyst class is: 128. (8) Reactant: [CH3:1][C:2]([O:5][C:6]([N:8]1[CH2:14][C:13]2[CH:15]=[C:16](B(O)O)[CH:17]=[CH:18][C:12]=2[O:11][CH2:10][CH2:9]1)=[O:7])([CH3:4])[CH3:3].Br[C:23]1[CH:24]=[C:25]([NH:30][S:31]([CH3:34])(=[O:33])=[O:32])[C:26]([Cl:29])=[N:27][CH:28]=1.C(=O)([O-])[O-].[K+].[K+]. Product: [Cl:29][C:26]1[N:27]=[CH:28][C:23]([C:16]2[CH:17]=[CH:18][C:12]3[O:11][CH2:10][CH2:9][N:8]([C:6]([O:5][C:2]([CH3:4])([CH3:3])[CH3:1])=[O:7])[CH2:14][C:13]=3[CH:15]=2)=[CH:24][C:25]=1[NH:30][S:31]([CH3:34])(=[O:33])=[O:32]. The catalyst class is: 38. (9) Reactant: [CH3:1][C:2]1[CH:3]=[C:4]([CH:8]=[CH:9][C:10]=1[N:11]1[CH2:16][CH2:15][O:14][CH2:13][C:12]1=[O:17])[C:5]([OH:7])=O.[Cl:18][C:19]1[CH:35]=[CH:34][C:22]2[NH:23][C:24]([CH:26]([NH2:33])[C:27]3[CH:32]=[CH:31][CH:30]=[CH:29][CH:28]=3)=[N:25][C:21]=2[CH:20]=1.CN(C(ON1N=NC2C=CC=CC1=2)=[N+](C)C)C.[B-](F)(F)(F)F.CCN(C(C)C)C(C)C. The catalyst class is: 1. Product: [Cl:18][C:19]1[CH:35]=[CH:34][C:22]2[NH:23][C:24]([CH:26]([NH:33][C:5](=[O:7])[C:4]3[CH:8]=[CH:9][C:10]([N:11]4[CH2:16][CH2:15][O:14][CH2:13][C:12]4=[O:17])=[C:2]([CH3:1])[CH:3]=3)[C:27]3[CH:32]=[CH:31][CH:30]=[CH:29][CH:28]=3)=[N:25][C:21]=2[CH:20]=1. (10) Reactant: [CH3:1][O:2][C:3]1[CH:16]=[CH:15][C:6]([C:7]([NH:9][CH2:10][C:11]([O:13][CH3:14])=[O:12])=[O:8])=[CH:5][CH:4]=1.[C:17](O[C:17]([O:19][C:20]([CH3:23])([CH3:22])[CH3:21])=[O:18])([O:19][C:20]([CH3:23])([CH3:22])[CH3:21])=[O:18]. Product: [C:20]([O:19][C:17]([N:9]([CH2:10][C:11]([O:13][CH3:14])=[O:12])[C:7](=[O:8])[C:6]1[CH:5]=[CH:4][C:3]([O:2][CH3:1])=[CH:16][CH:15]=1)=[O:18])([CH3:23])([CH3:22])[CH3:21]. The catalyst class is: 616.